Dataset: Full USPTO retrosynthesis dataset with 1.9M reactions from patents (1976-2016). Task: Predict the reactants needed to synthesize the given product. (1) Given the product [Br:1][C:2]1[CH:3]=[CH:4][C:5]([F:9])=[C:6]([O:8][CH3:10])[CH:7]=1, predict the reactants needed to synthesize it. The reactants are: [Br:1][C:2]1[CH:3]=[CH:4][C:5]([F:9])=[C:6]([OH:8])[CH:7]=1.[C:10]([O-])([O-])=O.[K+].[K+].CI. (2) Given the product [NH2:22][C:3]1[C:2]([Cl:1])=[C:10]([NH:11][S:12]([CH2:15][CH2:16][CH2:17][F:18])(=[O:14])=[O:13])[CH:9]=[CH:8][C:7]=1[F:19], predict the reactants needed to synthesize it. The reactants are: [Cl:1][C:2]1[C:10]([NH:11][S:12]([CH2:15][CH2:16][CH2:17][F:18])(=[O:14])=[O:13])=[CH:9][CH:8]=[C:7]([F:19])[C:3]=1C(O)=O.C([N:22](CC)CC)C.C1(P(N=[N+]=[N-])(C2C=CC=CC=2)=O)C=CC=CC=1. (3) Given the product [F:1][C:2]1[CH:7]=[CH:6][C:5]([C:8](=[C:24]2[CH2:25][C:26]([CH3:33])([CH3:32])[CH2:27][C:28]([CH3:31])([CH3:30])[CH2:29]2)[C:9]2[CH:14]=[CH:13][C:12](/[CH:15]=[CH:16]/[C:17]([OH:19])=[O:18])=[CH:11][CH:10]=2)=[CH:4][CH:3]=1, predict the reactants needed to synthesize it. The reactants are: [F:1][C:2]1[CH:7]=[CH:6][C:5]([C:8](=[C:24]2[CH2:29][C:28]([CH3:31])([CH3:30])[CH2:27][C:26]([CH3:33])([CH3:32])[CH2:25]2)[C:9]2[CH:14]=[CH:13][C:12](/[CH:15]=[CH:16]/[C:17]([O:19]C(C)(C)C)=[O:18])=[CH:11][CH:10]=2)=[CH:4][CH:3]=1.C(C(O)=O)(F)(F)F. (4) Given the product [CH3:20][O:19][C:16]1[CH:17]=[CH:18][C:13]([CH2:12][N:8]2[C:9]3[N:10]=[CH:11][C:2]([CH:27]=[CH2:32])=[CH:3][C:4]=3[C:5]3=[N:24][CH:23]=[N:22][N:6]3[C:7]2=[O:21])=[CH:14][CH:15]=1, predict the reactants needed to synthesize it. The reactants are: Br[C:2]1[CH:11]=[N:10][C:9]2[N:8]([CH2:12][C:13]3[CH:18]=[CH:17][C:16]([O:19][CH3:20])=[CH:15][CH:14]=3)[C:7](=[O:21])[N:6]3[N:22]=[CH:23][N:24]=[C:5]3[C:4]=2[CH:3]=1.CO[C:27]1C=C(B(O)O)C=C[C:32]=1OC.P([O-])([O-])([O-])=O.[K+].[K+].[K+]. (5) Given the product [F:1][C:2]1[CH:10]=[CH:9][C:5]([C:6]([NH:23][C:24]2[CH:25]=[C:26]([CH:30]3[C:39]([CH3:40])([CH3:41])[CH2:38][C:37]4[C:32](=[CH:33][CH:34]=[C:35]([C:42]([OH:44])=[O:43])[CH:36]=4)[NH:31]3)[CH:27]=[CH:28][CH:29]=2)=[O:7])=[CH:4][CH:3]=1, predict the reactants needed to synthesize it. The reactants are: [F:1][C:2]1[CH:10]=[CH:9][C:5]([C:6](O)=[O:7])=[CH:4][CH:3]=1.C(N1C=CN=C1)(N1C=CN=C1)=O.[NH2:23][C:24]1[CH:25]=[C:26]([CH:30]2[C:39]([CH3:41])([CH3:40])[CH2:38][C:37]3[C:32](=[CH:33][CH:34]=[C:35]([C:42]([OH:44])=[O:43])[CH:36]=3)[NH:31]2)[CH:27]=[CH:28][CH:29]=1. (6) Given the product [F:27][C:21]1[CH:22]=[C:23]([F:26])[CH:24]=[CH:25][C:20]=1[NH:19][C:17](=[O:18])[N:16]([CH2:15][CH2:14][O:13][C:10]1[CH:9]=[CH:8][C:7]([CH2:6][CH:5]([O:35][CH2:36][CH3:37])[C:4]([OH:38])=[O:3])=[CH:12][CH:11]=1)[CH2:28][CH2:29][CH2:30][CH2:31][CH2:32][CH2:33][CH3:34], predict the reactants needed to synthesize it. The reactants are: C([O:3][C:4](=[O:38])[CH:5]([O:35][CH2:36][CH3:37])[CH2:6][C:7]1[CH:12]=[CH:11][C:10]([O:13][CH2:14][CH2:15][N:16]([CH2:28][CH2:29][CH2:30][CH2:31][CH2:32][CH2:33][CH3:34])[C:17]([NH:19][C:20]2[CH:25]=[CH:24][C:23]([F:26])=[CH:22][C:21]=2[F:27])=[O:18])=[CH:9][CH:8]=1)C.[OH-].[Na+].Cl. (7) Given the product [Cl:1][C:2]1[C:6]([C:7](=[O:8])[CH3:22])=[CH:5][N:4]([CH2:13][C:14]2[CH:15]=[CH:16][C:17]([O:20][CH3:21])=[CH:18][CH:19]=2)[N:3]=1, predict the reactants needed to synthesize it. The reactants are: [Cl:1][C:2]1[C:6]([C:7](N(OC)C)=[O:8])=[CH:5][N:4]([CH2:13][C:14]2[CH:19]=[CH:18][C:17]([O:20][CH3:21])=[CH:16][CH:15]=2)[N:3]=1.[CH3:22][Mg]Br.Cl.